This data is from Peptide-MHC class II binding affinity with 134,281 pairs from IEDB. The task is: Regression. Given a peptide amino acid sequence and an MHC pseudo amino acid sequence, predict their binding affinity value. This is MHC class II binding data. (1) The peptide sequence is INEPTAAAIAYGLDR. The MHC is HLA-DPA10201-DPB10501 with pseudo-sequence HLA-DPA10201-DPB10501. The binding affinity (normalized) is 0.0276. (2) The peptide sequence is KQENWNTDIKTLKFD. The MHC is DRB4_0103 with pseudo-sequence DRB4_0103. The binding affinity (normalized) is 0.442. (3) The peptide sequence is GKQLYNVEATSYALL. The MHC is DRB1_0301 with pseudo-sequence DRB1_0301. The binding affinity (normalized) is 0.281. (4) The peptide sequence is SVLLVVALFAVFLGS. The MHC is HLA-DQA10201-DQB10202 with pseudo-sequence HLA-DQA10201-DQB10202. The binding affinity (normalized) is 0. (5) The peptide sequence is IGKLFTQTMKGVERL. The MHC is DRB1_0801 with pseudo-sequence DRB1_0801. The binding affinity (normalized) is 0.710. (6) The peptide sequence is AFKVAATAANAAPANY. The MHC is HLA-DPA10201-DPB11401 with pseudo-sequence HLA-DPA10201-DPB11401. The binding affinity (normalized) is 0.932. (7) The peptide sequence is KNPLKFDNTYFTELL. The MHC is HLA-DQA10101-DQB10501 with pseudo-sequence HLA-DQA10101-DQB10501. The binding affinity (normalized) is 0.511. (8) The MHC is DRB5_0101 with pseudo-sequence DRB5_0101. The peptide sequence is IPKEQKYSFLQNPQT. The binding affinity (normalized) is 0.124. (9) The peptide sequence is EKKYFCATQFEPLAA. The MHC is HLA-DPA10301-DPB10402 with pseudo-sequence HLA-DPA10301-DPB10402. The binding affinity (normalized) is 0.871. (10) The peptide sequence is TYEIAPVFVLL. The MHC is HLA-DQA10102-DQB10604 with pseudo-sequence HLA-DQA10102-DQB10604. The binding affinity (normalized) is 0.105.